From a dataset of Catalyst prediction with 721,799 reactions and 888 catalyst types from USPTO. Predict which catalyst facilitates the given reaction. Reactant: C1C=C(Cl)C=C(C(OO)=O)C=1.CS[C:14]1[N:19]=[C:18]([N:20]2[C:29]3[C:24](=[CH:25][CH:26]=[C:27]([C:30]4[CH:35]=[CH:34][CH:33]=[CH:32][CH:31]=4)[N:28]=3)[CH2:23][CH2:22][CH2:21]2)[CH:17]=[C:16]([C:36]([F:39])([F:38])[F:37])[N:15]=1.[CH2:40]([NH2:48])[CH2:41][C:42]1[CH:47]=[CH:46][CH:45]=[CH:44][CH:43]=1. Product: [CH2:40]([NH:48][C:14]1[N:19]=[C:18]([N:20]2[C:29]3[C:24](=[CH:25][CH:26]=[C:27]([C:30]4[CH:31]=[CH:32][CH:33]=[CH:34][CH:35]=4)[N:28]=3)[CH2:23][CH2:22][CH2:21]2)[CH:17]=[C:16]([C:36]([F:38])([F:37])[F:39])[N:15]=1)[CH2:41][C:42]1[CH:47]=[CH:46][CH:45]=[CH:44][CH:43]=1. The catalyst class is: 135.